From a dataset of NCI-60 drug combinations with 297,098 pairs across 59 cell lines. Regression. Given two drug SMILES strings and cell line genomic features, predict the synergy score measuring deviation from expected non-interaction effect. (1) Drug 1: CC1=CC2C(CCC3(C2CCC3(C(=O)C)OC(=O)C)C)C4(C1=CC(=O)CC4)C. Drug 2: CN(C(=O)NC(C=O)C(C(C(CO)O)O)O)N=O. Cell line: KM12. Synergy scores: CSS=9.28, Synergy_ZIP=7.39, Synergy_Bliss=11.9, Synergy_Loewe=12.5, Synergy_HSA=11.3. (2) Drug 2: CS(=O)(=O)CCNCC1=CC=C(O1)C2=CC3=C(C=C2)N=CN=C3NC4=CC(=C(C=C4)OCC5=CC(=CC=C5)F)Cl. Cell line: SNB-75. Synergy scores: CSS=19.3, Synergy_ZIP=2.08, Synergy_Bliss=5.88, Synergy_Loewe=2.27, Synergy_HSA=6.39. Drug 1: C1=C(C(=O)NC(=O)N1)N(CCCl)CCCl. (3) Drug 1: C1C(C(OC1N2C=C(C(=O)NC2=O)F)CO)O. Drug 2: C1C(C(OC1N2C=NC3=C2NC=NCC3O)CO)O. Cell line: LOX IMVI. Synergy scores: CSS=16.9, Synergy_ZIP=1.45, Synergy_Bliss=5.45, Synergy_Loewe=-24.5, Synergy_HSA=4.68. (4) Drug 1: CS(=O)(=O)C1=CC(=C(C=C1)C(=O)NC2=CC(=C(C=C2)Cl)C3=CC=CC=N3)Cl. Drug 2: C1CC(=O)NC(=O)C1N2CC3=C(C2=O)C=CC=C3N. Cell line: DU-145. Synergy scores: CSS=9.29, Synergy_ZIP=-0.847, Synergy_Bliss=4.37, Synergy_Loewe=1.85, Synergy_HSA=2.65. (5) Drug 1: C1=CC(=CC=C1CC(C(=O)O)N)N(CCCl)CCCl.Cl. Cell line: SF-539. Synergy scores: CSS=5.21, Synergy_ZIP=-6.13, Synergy_Bliss=-5.66, Synergy_Loewe=-6.72, Synergy_HSA=-6.67. Drug 2: CCCCC(=O)OCC(=O)C1(CC(C2=C(C1)C(=C3C(=C2O)C(=O)C4=C(C3=O)C=CC=C4OC)O)OC5CC(C(C(O5)C)O)NC(=O)C(F)(F)F)O. (6) Drug 1: CCCS(=O)(=O)NC1=C(C(=C(C=C1)F)C(=O)C2=CNC3=C2C=C(C=N3)C4=CC=C(C=C4)Cl)F. Cell line: SNB-19. Drug 2: C#CCC(CC1=CN=C2C(=N1)C(=NC(=N2)N)N)C3=CC=C(C=C3)C(=O)NC(CCC(=O)O)C(=O)O. Synergy scores: CSS=-3.47, Synergy_ZIP=1.78, Synergy_Bliss=-2.69, Synergy_Loewe=-5.61, Synergy_HSA=-5.68. (7) Drug 1: CC1=C(C=C(C=C1)NC2=NC=CC(=N2)N(C)C3=CC4=NN(C(=C4C=C3)C)C)S(=O)(=O)N.Cl. Drug 2: C(CCl)NC(=O)N(CCCl)N=O. Cell line: 786-0. Synergy scores: CSS=5.86, Synergy_ZIP=-0.362, Synergy_Bliss=1.73, Synergy_Loewe=-1.01, Synergy_HSA=1.72.